From a dataset of Catalyst prediction with 721,799 reactions and 888 catalyst types from USPTO. Predict which catalyst facilitates the given reaction. Reactant: [Br:1][CH:2]1[C:6]([C:11]2[CH:16]=[C:15]([Cl:17])[CH:14]=[C:13]([Cl:18])[CH:12]=2)([C:7]([F:10])([F:9])[F:8])[O:5][N:4]=[C:3]1[C:19]1[CH:31]=[CH:30][C:22]([C:23]([NH:25][CH:26]2[CH2:29][S:28][CH2:27]2)=[O:24])=[C:21]([CH3:32])[CH:20]=1.C(=O)([O-])[OH:34].[Na+].ClC1C=C(C=CC=1)C(OO)=O. Product: [Br:1][CH:2]1[C:6]([C:11]2[CH:16]=[C:15]([Cl:17])[CH:14]=[C:13]([Cl:18])[CH:12]=2)([C:7]([F:8])([F:9])[F:10])[O:5][N:4]=[C:3]1[C:19]1[CH:31]=[CH:30][C:22]([C:23]([NH:25][CH:26]2[CH2:29][S:28](=[O:34])[CH2:27]2)=[O:24])=[C:21]([CH3:32])[CH:20]=1. The catalyst class is: 46.